This data is from Forward reaction prediction with 1.9M reactions from USPTO patents (1976-2016). The task is: Predict the product of the given reaction. (1) The product is: [F:8][C:9]1[C:14]([F:15])=[CH:13][CH:12]=[CH:11][C:10]=1[C:16]1[CH2:22][NH:21][C:20](=[O:34])[C@H:19]([NH:35][C:36](=[O:45])[O:37][CH2:38][C:39]2[CH:44]=[CH:43][CH:42]=[CH:41][CH:40]=2)[CH2:18][CH:17]=1. Given the reactants FC(F)(F)C(O)=O.[F:8][C:9]1[C:14]([F:15])=[CH:13][CH:12]=[CH:11][C:10]=1[C:16]1[CH2:22][N:21](CC2C=CC(OC)=CC=2OC)[C:20](=[O:34])[C@H:19]([NH:35][C:36](=[O:45])[O:37][CH2:38][C:39]2[CH:44]=[CH:43][CH:42]=[CH:41][CH:40]=2)[CH2:18][CH:17]=1, predict the reaction product. (2) Given the reactants Br[C:2]1[CH:11]=[CH:10][C:9]2[N:8]=[CH:7][C:6]3[N:12]([CH3:21])[C:13](=[O:20])[N:14]([CH2:15][C@@H:16]([O:18][CH3:19])[CH3:17])[C:5]=3[C:4]=2[CH:3]=1.CC1(C)C(C)(C)OB([C:30]2[CH:31]=[C:32]([C:36]([O:38][CH2:39][CH3:40])=[O:37])[CH:33]=[N:34][CH:35]=2)O1.C(OCC)(=O)C.[Na].O1CCOCC1, predict the reaction product. The product is: [CH3:19][O:18][C@@H:16]([CH3:17])[CH2:15][N:14]1[C:5]2[C:4]3[CH:3]=[C:2]([C:30]4[CH:31]=[C:32]([C:36]([O:38][CH2:39][CH3:40])=[O:37])[CH:33]=[N:34][CH:35]=4)[CH:11]=[CH:10][C:9]=3[N:8]=[CH:7][C:6]=2[N:12]([CH3:21])[C:13]1=[O:20]. (3) Given the reactants Br[CH:2]([C:17]1[CH:22]=[CH:21][C:20]([F:23])=[CH:19][CH:18]=1)[C:3]([C:5]1[C:13]2[C:8](=[C:9]([CH2:14][CH2:15][OH:16])[CH:10]=[CH:11][CH:12]=2)[NH:7][CH:6]=1)=[O:4].[CH3:24][O:25][C:26]1[CH:27]=[C:28]([CH:30]=[C:31]([O:33][CH3:34])[CH:32]=1)[NH2:29], predict the reaction product. The product is: [CH3:34][O:33][C:31]1[CH:30]=[C:28]([NH:29][CH:2]([C:17]2[CH:22]=[CH:21][C:20]([F:23])=[CH:19][CH:18]=2)[C:3]([C:5]2[C:13]3[C:8](=[C:9]([CH2:14][CH2:15][OH:16])[CH:10]=[CH:11][CH:12]=3)[NH:7][CH:6]=2)=[O:4])[CH:27]=[C:26]([O:25][CH3:24])[CH:32]=1. (4) Given the reactants [CH3:1][S:2]([C:5]1[N:6]=[CH:7][C:8]([N:11]2[CH2:14][C:13]3([CH2:19][CH2:18][N:17](C(OC(C)(C)C)=O)[CH2:16][CH2:15]3)[CH2:12]2)=[N:9][CH:10]=1)(=[O:4])=[O:3].Cl, predict the reaction product. The product is: [CH3:1][S:2]([C:5]1[N:6]=[CH:7][C:8]([N:11]2[CH2:14][C:13]3([CH2:19][CH2:18][NH:17][CH2:16][CH2:15]3)[CH2:12]2)=[N:9][CH:10]=1)(=[O:4])=[O:3]. (5) Given the reactants [NH2:1][C:2]1[CH:3]=[C:4]([S:9]([NH2:12])(=[O:11])=[O:10])[CH:5]=[CH:6][C:7]=1[OH:8].[C:13](Cl)(Cl)=[S:14], predict the reaction product. The product is: [SH:14][C:13]1[O:8][C:7]2[CH:6]=[CH:5][C:4]([S:9]([NH2:12])(=[O:10])=[O:11])=[CH:3][C:2]=2[N:1]=1.